This data is from NCI-60 drug combinations with 297,098 pairs across 59 cell lines. The task is: Regression. Given two drug SMILES strings and cell line genomic features, predict the synergy score measuring deviation from expected non-interaction effect. (1) Drug 1: C1CCC(CC1)NC(=O)N(CCCl)N=O. Drug 2: CN(C(=O)NC(C=O)C(C(C(CO)O)O)O)N=O. Cell line: MDA-MB-435. Synergy scores: CSS=-5.70, Synergy_ZIP=-1.41, Synergy_Bliss=-7.01, Synergy_Loewe=-9.76, Synergy_HSA=-10.2. (2) Drug 1: C1=CN(C(=O)N=C1N)C2C(C(C(O2)CO)O)O.Cl. Drug 2: C1CN1C2=NC(=NC(=N2)N3CC3)N4CC4. Cell line: MDA-MB-231. Synergy scores: CSS=18.7, Synergy_ZIP=-10.1, Synergy_Bliss=-7.16, Synergy_Loewe=-2.57, Synergy_HSA=-1.43. (3) Drug 1: CN1C2=C(C=C(C=C2)N(CCCl)CCCl)N=C1CCCC(=O)O.Cl. Drug 2: CC(C)NC(=O)C1=CC=C(C=C1)CNNC.Cl. Cell line: SN12C. Synergy scores: CSS=5.40, Synergy_ZIP=0.818, Synergy_Bliss=7.29, Synergy_Loewe=3.00, Synergy_HSA=3.37. (4) Drug 1: C1CCC(C1)C(CC#N)N2C=C(C=N2)C3=C4C=CNC4=NC=N3. Drug 2: CCC1=C2CN3C(=CC4=C(C3=O)COC(=O)C4(CC)O)C2=NC5=C1C=C(C=C5)O. Cell line: A549. Synergy scores: CSS=40.0, Synergy_ZIP=0.646, Synergy_Bliss=-0.825, Synergy_Loewe=-19.9, Synergy_HSA=-0.0478. (5) Drug 1: C1C(C(OC1N2C=NC3=C(N=C(N=C32)Cl)N)CO)O. Drug 2: C1=CC=C(C=C1)NC(=O)CCCCCCC(=O)NO. Cell line: UACC-257. Synergy scores: CSS=28.2, Synergy_ZIP=-9.75, Synergy_Bliss=-0.592, Synergy_Loewe=-2.95, Synergy_HSA=-0.440. (6) Drug 1: CC1=C(C=C(C=C1)NC2=NC=CC(=N2)N(C)C3=CC4=NN(C(=C4C=C3)C)C)S(=O)(=O)N.Cl. Drug 2: CC12CCC(CC1=CCC3C2CCC4(C3CC=C4C5=CN=CC=C5)C)O. Cell line: NCIH23. Synergy scores: CSS=5.10, Synergy_ZIP=-0.854, Synergy_Bliss=4.01, Synergy_Loewe=3.11, Synergy_HSA=2.91. (7) Drug 1: C1CCC(C1)C(CC#N)N2C=C(C=N2)C3=C4C=CNC4=NC=N3. Drug 2: CN(CC1=CN=C2C(=N1)C(=NC(=N2)N)N)C3=CC=C(C=C3)C(=O)NC(CCC(=O)O)C(=O)O. Cell line: NCI-H322M. Synergy scores: CSS=5.25, Synergy_ZIP=0.264, Synergy_Bliss=4.22, Synergy_Loewe=-0.00561, Synergy_HSA=1.89.